Task: Predict the reaction yield, written as a fraction of the theoretical maximum amount of product (1.0 means a 100% yield; for example, 0.34 means a 34% yield).. Dataset: Buchwald-Hartwig C-N cross coupling reaction yields with 55,370 reactions (1) The reactants are CCc1ccc(I)cc1.Cc1ccc(N)cc1.O=S(=O)(O[Pd]1c2ccccc2-c2ccccc2N~1)C(F)(F)F.COc1ccc(OC)c(P([C@]23C[C@H]4C[C@H](C[C@H](C4)C2)C3)[C@]23C[C@H]4C[C@H](C[C@H](C4)C2)C3)c1-c1c(C(C)C)cc(C(C)C)cc1C(C)C.CN1CCCN2CCCN=C12.Cc1cc(-n2cccc2)no1. No catalyst specified. The product is CCc1ccc(Nc2ccc(C)cc2)cc1. The yield is 0.749. (2) The reactants are FC(F)(F)c1ccc(Cl)cc1.Cc1ccc(N)cc1.O=S(=O)(O[Pd]1c2ccccc2-c2ccccc2N~1)C(F)(F)F.CC(C)c1cc(C(C)C)c(-c2ccccc2P(C(C)(C)C)C(C)(C)C)c(C(C)C)c1.CCN=P(N=P(N(C)C)(N(C)C)N(C)C)(N(C)C)N(C)C.c1ccc2nocc2c1. No catalyst specified. The product is Cc1ccc(Nc2ccc(C(F)(F)F)cc2)cc1. The yield is 0.101. (3) The reactants are Clc1ccccn1.Cc1ccc(N)cc1.O=S(=O)(O[Pd]1c2ccccc2-c2ccccc2N~1)C(F)(F)F.COc1ccc(OC)c(P([C@]23C[C@H]4C[C@H](C[C@H](C4)C2)C3)[C@]23C[C@H]4C[C@H](C[C@H](C4)C2)C3)c1-c1c(C(C)C)cc(C(C)C)cc1C(C)C.CN1CCCN2CCCN=C12.c1ccc(-c2ccon2)cc1. No catalyst specified. The product is Cc1ccc(Nc2ccccn2)cc1. The yield is 0.899.